Dataset: Reaction yield outcomes from USPTO patents with 853,638 reactions. Task: Predict the reaction yield, written as a fraction of the theoretical maximum amount of product (1.0 means a 100% yield; for example, 0.34 means a 34% yield). (1) The reactants are [CH:1]1([S:6][C:7]2[CH:8]=[C:9]([C:13](=[O:15])[CH3:14])[CH:10]=[CH:11][CH:12]=2)[CH2:5][CH2:4][CH2:3][CH2:2]1.[Br:16]Br. The catalyst is C(Cl)(Cl)Cl. The product is [Br:16][CH2:14][C:13]([C:9]1[CH:10]=[CH:11][CH:12]=[C:7]([S:6][CH:1]2[CH2:5][CH2:4][CH2:3][CH2:2]2)[CH:8]=1)=[O:15]. The yield is 0.530. (2) The reactants are [Cl:1][C:2]1[CH:33]=[CH:32][CH:31]=[C:30]([Cl:34])[C:3]=1[CH2:4][O:5][CH:6]([CH2:11][C:12]1[CH:13]=[C:14]2[C:19](=[CH:20][CH:21]=1)[N:18]=[C:17]([C:22]1[C:27]([Cl:28])=[CH:26][CH:25]=[CH:24][C:23]=1[Cl:29])[CH:16]=[CH:15]2)[C:7]([O:9]C)=[O:8].[OH-].[Na+].OS([O-])(=O)=O.[K+]. The catalyst is C(#N)C.O. The product is [Cl:1][C:2]1[CH:33]=[CH:32][CH:31]=[C:30]([Cl:34])[C:3]=1[CH2:4][O:5][CH:6]([CH2:11][C:12]1[CH:13]=[C:14]2[C:19](=[CH:20][CH:21]=1)[N:18]=[C:17]([C:22]1[C:27]([Cl:28])=[CH:26][CH:25]=[CH:24][C:23]=1[Cl:29])[CH:16]=[CH:15]2)[C:7]([OH:9])=[O:8]. The yield is 0.690.